This data is from Peptide-MHC class I binding affinity with 185,985 pairs from IEDB/IMGT. The task is: Regression. Given a peptide amino acid sequence and an MHC pseudo amino acid sequence, predict their binding affinity value. This is MHC class I binding data. (1) The peptide sequence is ISDYDYYRY. The MHC is HLA-B40:01 with pseudo-sequence HLA-B40:01. The binding affinity (normalized) is 0.0847. (2) The peptide sequence is KQGPKEPF. The MHC is HLA-B27:05 with pseudo-sequence HLA-B27:05. The binding affinity (normalized) is 0.109.